Predict the product of the given reaction. From a dataset of Forward reaction prediction with 1.9M reactions from USPTO patents (1976-2016). (1) Given the reactants [OH:1][C:2]1[CH:3]=[C:4]([CH:8]=[CH:9][C:10]([OH:12])=[O:11])[CH:5]=[CH:6][CH:7]=1.[CH3:13]O, predict the reaction product. The product is: [CH3:13][O:11][C:10](=[O:12])[CH:9]=[CH:8][C:4]1[CH:5]=[CH:6][CH:7]=[C:2]([OH:1])[CH:3]=1. (2) The product is: [F:15][C:16]1([F:22])[CH2:20][N:19]([C:11]([C:9]2[N:10]=[C:6]([C:4]([O:3][CH2:1][CH3:2])=[O:5])[S:7][CH:8]=2)=[O:13])[C@@H:18]([CH3:21])[CH2:17]1. Given the reactants [CH2:1]([O:3][C:4]([C:6]1[S:7][CH:8]=[C:9]([C:11]([OH:13])=O)[N:10]=1)=[O:5])[CH3:2].Cl.[F:15][C:16]1([F:22])[CH2:20][NH:19][C@@H:18]([CH3:21])[CH2:17]1.CN(C(ON1N=NC2C=CC=NC1=2)=[N+](C)C)C.F[P-](F)(F)(F)(F)F.O, predict the reaction product. (3) Given the reactants [C:1]([O:24]C(OCCCCCCCC)C(CO)O)(=[O:23])[CH2:2][CH2:3][CH2:4][CH2:5][CH2:6][CH2:7][CH2:8][CH2:9][CH2:10][CH2:11][CH2:12][CH2:13][CH2:14][CH2:15][CH2:16]CCCCCC.C([O-])(=O)CCCCCCCCCCCCCCC, predict the reaction product. The product is: [C:1]([OH:24])(=[O:23])[CH2:2][CH2:3][CH2:4][CH2:5][CH2:6][CH2:7][CH2:8][CH2:9][CH2:10][CH2:11][CH2:12][CH2:13][CH2:14][CH2:15][CH3:16]. (4) The product is: [CH:1]1([CH2:4][N:5]2[CH2:10][CH2:9][N:8]([C:12]3[N:13]=[N:14][C:15]([C:18]4[CH:19]=[CH:20][C:21]([C:24]([F:25])([F:27])[F:26])=[CH:22][CH:23]=4)=[CH:16][CH:17]=3)[CH2:7][CH2:6]2)[CH2:3][CH2:2]1. Given the reactants [CH:1]1([CH2:4][N:5]2[CH2:10][CH2:9][NH:8][CH2:7][CH2:6]2)[CH2:3][CH2:2]1.Cl[C:12]1[N:13]=[N:14][C:15]([C:18]2[CH:23]=[CH:22][C:21]([C:24]([F:27])([F:26])[F:25])=[CH:20][CH:19]=2)=[CH:16][CH:17]=1, predict the reaction product. (5) Given the reactants [CH:1]([C:3]1[S:7][C:6]([NH:8][CH2:9][C:10]([NH:12][C@@H:13]([CH2:21][C:22]2[CH:27]=[CH:26][CH:25]=[CH:24][CH:23]=2)[C:14]([O:16]C(C)(C)C)=[O:15])=[O:11])=[N:5][CH:4]=1)=[O:2].[F:28][C:29]([F:34])([F:33])[C:30]([OH:32])=[O:31], predict the reaction product. The product is: [CH:1]([C:3]1[S:7][C:6]([NH:8][CH2:9][C:10]([NH:12][C@@H:13]([CH2:21][C:22]2[CH:27]=[CH:26][CH:25]=[CH:24][CH:23]=2)[C:14]([OH:16])=[O:15])=[O:11])=[N:5][CH:4]=1)=[O:2].[C:30]([OH:32])([C:29]([F:34])([F:33])[F:28])=[O:31]. (6) The product is: [I:25][C:20]1[C:19]2[CH:21]=[CH:22][CH:23]=[N:24][C:18]=2[N:17]2[C:16]=1[CH:15]=[CH:14][N:13]=[C:12]2[NH:11][S:1]([C:4]1[CH:10]=[CH:9][C:7]([CH3:8])=[CH:6][CH:5]=1)(=[O:2])=[O:3]. Given the reactants [S:1]([NH:11][C:12]1[N:17]2[C:18]3[N:24]=[CH:23][CH:22]=[CH:21][C:19]=3[CH:20]=[C:16]2[CH:15]=[CH:14][N:13]=1)([C:4]1[CH:10]=[CH:9][C:7]([CH3:8])=[CH:6][CH:5]=1)(=[O:3])=[O:2].[I:25]N1C(=O)CCC1=O, predict the reaction product. (7) Given the reactants [CH3:1][S:2]([C:5]1[N:6]=[CH:7][C:8]([C:11]2[CH2:16][CH2:15][CH:14]([O:17][CH2:18][CH:19]3[CH2:24][CH2:23][N:22]([C:25]([O:27][C:28]([CH3:31])([CH3:30])[CH3:29])=[O:26])[CH2:21][CH2:20]3)[CH2:13][CH:12]=2)=[N:9][CH:10]=1)(=[O:4])=[O:3], predict the reaction product. The product is: [CH3:1][S:2]([C:5]1[N:6]=[CH:7][C:8]([CH:11]2[CH2:16][CH2:15][CH:14]([O:17][CH2:18][CH:19]3[CH2:24][CH2:23][N:22]([C:25]([O:27][C:28]([CH3:31])([CH3:30])[CH3:29])=[O:26])[CH2:21][CH2:20]3)[CH2:13][CH2:12]2)=[N:9][CH:10]=1)(=[O:4])=[O:3]. (8) Given the reactants C[O:2][C:3](=[O:20])[C:4]1[CH:9]=[CH:8][C:7]([C:10]([CH3:18])([CH3:17])[O:11][SiH2:12][C:13]([CH3:16])([CH3:15])[CH3:14])=[C:6]([F:19])[CH:5]=1.[OH-].[Na+], predict the reaction product. The product is: [C:13]([SiH2:12][O:11][C:10]([CH3:18])([CH3:17])[C:7]1[CH:8]=[CH:9][C:4]([C:3]([OH:20])=[O:2])=[CH:5][C:6]=1[F:19])([CH3:16])([CH3:14])[CH3:15]. (9) Given the reactants B1(C)[O:8][C:7]([C:15]2[CH:20]=[CH:19][CH:18]=[CH:17]C=2)([C:9]2[CH:14]=[CH:13][CH:12]=[CH:11][CH:10]=2)[C@@H]2N1CCC2.B.C1COCC1.C1(=O)C2=C3C(=CC=C2)C=CC=C3C1.Cl, predict the reaction product. The product is: [C@@H:7]1([OH:8])[C:9]2=[C:10]3[C:11](=[CH:12][CH:13]=[CH:14]2)[CH:17]=[CH:18][CH:19]=[C:20]3[CH2:15]1. (10) Given the reactants [H-].[Na+].[O:3]1[C:7]2[CH:8]=[CH:9][C:10]([C:12]([C:27]3[CH:35]=[CH:34][C:30]4[O:31][CH2:32][O:33][C:29]=4[CH:28]=3)([OH:26])[CH:13]3[CH2:18][CH2:17][N:16]([C:19]([O:21][C:22]([CH3:25])([CH3:24])[CH3:23])=[O:20])[CH2:15][CH2:14]3)=[CH:11][C:6]=2[O:5][CH2:4]1.I[CH3:37], predict the reaction product. The product is: [O:3]1[C:7]2[CH:8]=[CH:9][C:10]([C:12]([C:27]3[CH:35]=[CH:34][C:30]4[O:31][CH2:32][O:33][C:29]=4[CH:28]=3)([O:26][CH3:37])[CH:13]3[CH2:14][CH2:15][N:16]([C:19]([O:21][C:22]([CH3:25])([CH3:24])[CH3:23])=[O:20])[CH2:17][CH2:18]3)=[CH:11][C:6]=2[O:5][CH2:4]1.